Task: Predict the reactants needed to synthesize the given product.. Dataset: Full USPTO retrosynthesis dataset with 1.9M reactions from patents (1976-2016) (1) Given the product [ClH:5].[C:6]1([C:27]2[CH:28]=[CH:29][CH:30]=[CH:31][CH:32]=2)[CH:7]=[CH:8][C:9]([CH2:12][CH2:13][N:14]([CH2:15][CH2:16][C:17]2[CH:22]=[CH:21][C:20]([O:23][CH3:24])=[C:19]([O:25][CH3:26])[CH:18]=2)[CH3:1])=[CH:10][CH:11]=1, predict the reactants needed to synthesize it. The reactants are: [C:1]([BH3-])#N.[Na+].[ClH:5].[C:6]1([C:27]2[CH:32]=[CH:31][CH:30]=[CH:29][CH:28]=2)[CH:11]=[CH:10][C:9]([CH2:12][CH2:13][NH:14][CH2:15][CH2:16][C:17]2[CH:22]=[CH:21][C:20]([O:23][CH3:24])=[C:19]([O:25][CH3:26])[CH:18]=2)=[CH:8][CH:7]=1.C=O. (2) Given the product [Br:1][C:2]1[CH:3]=[C:4]2[C:9](=[CH:10][CH:11]=1)[C:8]([NH:24][CH2:23][CH2:22][N:21]([CH2:25][CH3:26])[CH2:19][CH3:20])=[N:7][N:6]=[CH:5]2, predict the reactants needed to synthesize it. The reactants are: [Br:1][C:2]1[CH:3]=[C:4]2[C:9](=[CH:10][CH:11]=1)[C:8](Cl)=[N:7][N:6]=[CH:5]2.C(=O)([O-])[O-].[K+].[K+].[CH2:19]([N:21]([CH2:25][CH3:26])[CH2:22][CH2:23][NH2:24])[CH3:20]. (3) Given the product [CH3:14][O:15][C:16]1[CH:21]=[C:20]([O:22][CH3:23])[CH:19]=[CH:18][C:17]=1[C:24]1[NH:1][C:2]2[N:6]([N:5]=[C:4]([OH:7])[C:3]=2[C:8]2[CH:13]=[CH:12][CH:11]=[CH:10][N:9]=2)[C:26](=[O:27])[CH:25]=1, predict the reactants needed to synthesize it. The reactants are: [NH2:1][C:2]1[NH:6][N:5]=[C:4]([OH:7])[C:3]=1[C:8]1[CH:13]=[CH:12][CH:11]=[CH:10][N:9]=1.[CH3:14][O:15][C:16]1[CH:21]=[C:20]([O:22][CH3:23])[CH:19]=[CH:18][C:17]=1[C:24](=O)[CH2:25][C:26](OC)=[O:27]. (4) Given the product [OH:1][CH:2]([OH:30])[C@H:3]([NH:11][C:12]([C@H:14]1[CH2:16][C@@H:15]1[C:17]1[S:18][CH:19]=[CH:20][CH:21]=1)=[O:13])[C:4]1[CH:5]=[CH:6][C:7]([O:10][CH2:25][CH:24]([CH2:27][CH3:28])[CH2:22][CH3:23])=[CH:8][CH:9]=1, predict the reactants needed to synthesize it. The reactants are: [OH:1][CH2:2][C@H:3]([NH:11][C:12]([C@H:14]1[CH2:16][C@@H:15]1[C:17]1[S:18][CH:19]=[CH:20][CH:21]=1)=[O:13])[C:4]1[CH:9]=[CH:8][C:7]([OH:10])=[CH:6][CH:5]=1.[CH2:22]([CH:24]([CH2:27][CH3:28])[CH2:25]Br)[CH3:23].C([O-])([O-])=[O:30].[K+].[K+]. (5) Given the product [NH2:22][C:19]1[CH:20]=[CH:21][C:16]([O:15][C:10]2[CH:11]=[CH:12][CH:13]=[CH:14][C:9]=2[C:7]2[CH:6]=[CH:5][N:4]=[C:3]([NH:2][CH3:1])[N:8]=2)=[CH:17][CH:18]=1, predict the reactants needed to synthesize it. The reactants are: [CH3:1][NH:2][C:3]1[N:8]=[C:7]([C:9]2[CH:14]=[CH:13][CH:12]=[CH:11][C:10]=2[O:15][C:16]2[CH:21]=[CH:20][C:19]([N+:22]([O-])=O)=[CH:18][CH:17]=2)[CH:6]=[CH:5][N:4]=1.[H][H]. (6) Given the product [CH3:16][N:14]([CH3:15])[CH2:13][CH2:12][NH:11][C:9](=[O:10])[CH2:8][C:5]1[CH:4]=[CH:3][C:2]([NH:1][C:54](=[O:55])[CH2:53][CH2:52][C:50]2[O:49][N:48]=[C:47]([C:38]3[CH:39]=[CH:40][C:41]4[C:46](=[CH:45][CH:44]=[CH:43][CH:42]=4)[CH:37]=3)[N:51]=2)=[CH:7][CH:6]=1, predict the reactants needed to synthesize it. The reactants are: [NH2:1][C:2]1[CH:7]=[CH:6][C:5]([CH2:8][C:9]([NH:11][CH2:12][CH2:13][N:14]([CH3:16])[CH3:15])=[O:10])=[CH:4][CH:3]=1.CCN=C=NCCCN(C)C.CN(C1C=CC=CN=1)C.[CH:37]1[C:46]2[C:41](=[CH:42][CH:43]=[CH:44][CH:45]=2)[CH:40]=[CH:39][C:38]=1[C:47]1[N:51]=[C:50]([CH2:52][CH2:53][C:54](O)=[O:55])[O:49][N:48]=1. (7) Given the product [CH3:13][C:10]1[N:9]=[C:8]([C:5]2[N:4]=[N:3][C:2]([N:27]3[CH2:26][CH2:25][C:23]4([O:22][C:21](=[O:30])[N:20]([C:14]5[CH:19]=[CH:18][CH:17]=[CH:16][CH:15]=5)[CH2:24]4)[CH2:29][CH2:28]3)=[CH:7][CH:6]=2)[S:12][N:11]=1, predict the reactants needed to synthesize it. The reactants are: Cl[C:2]1[N:3]=[N:4][C:5]([C:8]2[S:12][N:11]=[C:10]([CH3:13])[N:9]=2)=[CH:6][CH:7]=1.[C:14]1([N:20]2[CH2:24][C:23]3([CH2:29][CH2:28][NH:27][CH2:26][CH2:25]3)[O:22][C:21]2=[O:30])[CH:19]=[CH:18][CH:17]=[CH:16][CH:15]=1.C(=O)([O-])[O-].[K+].[K+].